Dataset: Full USPTO retrosynthesis dataset with 1.9M reactions from patents (1976-2016). Task: Predict the reactants needed to synthesize the given product. (1) Given the product [NH2:23][C:24]1[C:29]([C:30]#[N:31])=[C:28]([NH:14][C@@H:12]([C:7]2[C:6]([C:15]3[CH:16]=[N:17][CH:18]=[CH:19][CH:20]=3)=[C:5]([O:21][CH3:22])[C:4]3[C:9](=[CH:10][CH:11]=[C:2]([F:1])[CH:3]=3)[N:8]=2)[CH3:13])[N:27]=[CH:26][N:25]=1, predict the reactants needed to synthesize it. The reactants are: [F:1][C:2]1[CH:3]=[C:4]2[C:9](=[CH:10][CH:11]=1)[N:8]=[C:7]([C@@H:12]([NH2:14])[CH3:13])[C:6]([C:15]1[CH:16]=[N:17][CH:18]=[CH:19][CH:20]=1)=[C:5]2[O:21][CH3:22].[NH2:23][C:24]1[C:29]([C:30]#[N:31])=[C:28](Cl)[N:27]=[CH:26][N:25]=1.CCN(C(C)C)C(C)C. (2) Given the product [Cl:27][C:25]1[CH:24]=[C:23]([S:28]([N:2]2[CH2:10][CH2:9][CH2:8][C@H:3]2[C:4]([O:6][CH3:7])=[O:5])(=[O:29])=[O:30])[CH:22]=[C:21]([Cl:20])[CH:26]=1, predict the reactants needed to synthesize it. The reactants are: Cl.[NH:2]1[CH2:10][CH2:9][CH2:8][C@H:3]1[C:4]([O:6][CH3:7])=[O:5].CCN(C(C)C)C(C)C.[Cl:20][C:21]1[CH:22]=[C:23]([S:28](Cl)(=[O:30])=[O:29])[CH:24]=[C:25]([Cl:27])[CH:26]=1.